From a dataset of Full USPTO retrosynthesis dataset with 1.9M reactions from patents (1976-2016). Predict the reactants needed to synthesize the given product. Given the product [CH3:1][O:2][C:3]1[CH:4]=[CH:5][C:6]2[C:7]([CH:25]=1)=[C:8]([CH2:22][CH2:23][CH3:24])[CH:9]=[C:10]1[C:15]=2[O:14][CH2:13][C:12]2[CH:16]=[C:17]([O:20][CH3:21])[CH:18]=[CH:19][C:11]1=2, predict the reactants needed to synthesize it. The reactants are: [CH3:1][O:2][C:3]1[CH:4]=[CH:5][C:6]2[C:7]([CH:25]=1)=[C:8]([CH:22]=[CH:23][CH3:24])[CH:9]=[C:10]1[C:15]=2[O:14][CH2:13][C:12]2[CH:16]=[C:17]([O:20][CH3:21])[CH:18]=[CH:19][C:11]1=2.